Dataset: Reaction yield outcomes from USPTO patents with 853,638 reactions. Task: Predict the reaction yield, written as a fraction of the theoretical maximum amount of product (1.0 means a 100% yield; for example, 0.34 means a 34% yield). (1) The reactants are [F:1][C:2]1[CH:7]=[C:6]([Si:8]([CH3:11])([CH3:10])[CH3:9])[CH:5]=[CH:4][C:3]=1[NH2:12].[Li+].C[Si]([N-][Si](C)(C)C)(C)C.Cl[C:24]1[N:32]=[C:31]([Cl:33])[CH:30]=[CH:29][C:25]=1[C:26]([OH:28])=[O:27]. The catalyst is C1COCC1. The product is [Cl:33][C:31]1[CH:30]=[CH:29][C:25]([C:26]([OH:28])=[O:27])=[C:24]([NH:12][C:3]2[CH:4]=[CH:5][C:6]([Si:8]([CH3:9])([CH3:11])[CH3:10])=[CH:7][C:2]=2[F:1])[N:32]=1. The yield is 0.780. (2) The reactants are [F:1][C:2]1[CH:7]=[CH:6][C:5]([C:8]2[C:9]3[CH:21]=[CH:20][C:19](=[O:22])[N:18]([C:23]4[CH:28]=[CH:27][CH:26]=[CH:25][C:24]=4[CH3:29])[C:10]=3[N:11]=[C:12](S(C)(=O)=O)[N:13]=2)=[C:4]([CH3:30])[CH:3]=1.[CH:31]1([NH2:37])[CH2:36][CH2:35][CH2:34][CH2:33][CH2:32]1. No catalyst specified. The product is [CH:31]1([NH:37][C:12]2[N:13]=[C:8]([C:5]3[CH:6]=[CH:7][C:2]([F:1])=[CH:3][C:4]=3[CH3:30])[C:9]3[CH:21]=[CH:20][C:19](=[O:22])[N:18]([C:23]4[CH:28]=[CH:27][CH:26]=[CH:25][C:24]=4[CH3:29])[C:10]=3[N:11]=2)[CH2:36][CH2:35][CH2:34][CH2:33][CH2:32]1. The yield is 0.480. (3) The reactants are [Br:1][C:2]1[CH:3]=[CH:4][C:5]([NH:8][C:9]([NH:11][C:12]2[CH:21]=[N:20][CH:19]=[CH:18][C:13]=2[C:14]([O:16]C)=O)=[O:10])=[N:6][CH:7]=1.[C:22](=O)([O-])[O-].[K+].[K+].COS(C1C=CC(C)=CC=1)(=O)=O. The catalyst is CN(C=O)C.O. The product is [Br:1][C:2]1[CH:3]=[CH:4][C:5]([N:8]2[C:14](=[O:16])[C:13]3[CH:18]=[CH:19][N:20]=[CH:21][C:12]=3[N:11]([CH3:22])[C:9]2=[O:10])=[N:6][CH:7]=1. The yield is 0.880. (4) The reactants are C([O-])([O-])=O.[K+].[K+].I[CH2:8][CH3:9].[CH3:10][O:11][C:12](=[O:24])[C:13]1[CH:22]=[C:21]([OH:23])[CH:20]=[C:15]([C:16]([O:18][CH3:19])=[O:17])[CH:14]=1. The catalyst is CC(C)=O. The product is [CH3:19][O:18][C:16](=[O:17])[C:15]1[CH:20]=[C:21]([O:23][CH2:8][CH3:9])[CH:22]=[C:13]([C:12]([O:11][CH3:10])=[O:24])[CH:14]=1. The yield is 0.960.